This data is from Full USPTO retrosynthesis dataset with 1.9M reactions from patents (1976-2016). The task is: Predict the reactants needed to synthesize the given product. Given the product [N+:1]([C:4]1[CH:5]=[C:6]([S:10]([CH2:13][CH2:14][O:15][C:16](=[O:37])[CH2:17][CH2:18][CH2:19][CH2:20][CH2:21][NH:22][C:23](=[O:36])[CH2:24][O:25][C:26]2[CH:31]=[CH:30][C:29]([S:32]([N:55]3[C:56]4[CH:62]=[CH:61][CH:60]=[CH:59][C:57]=4[N:58]=[C:54]3[S:52]([CH2:51][C:40]3[C:39]([CH3:38])=[C:44]([O:45][CH2:46][C:47]([F:48])([F:49])[F:50])[CH:43]=[CH:42][N:41]=3)=[O:53])(=[O:34])=[O:33])=[CH:28][CH:27]=2)(=[O:12])=[O:11])[CH:7]=[CH:8][CH:9]=1)([O-:3])=[O:2], predict the reactants needed to synthesize it. The reactants are: [N+:1]([C:4]1[CH:5]=[C:6]([S:10]([CH2:13][CH2:14][O:15][C:16](=[O:37])[CH2:17][CH2:18][CH2:19][CH2:20][CH2:21][NH:22][C:23](=[O:36])[CH2:24][O:25][C:26]2[CH:31]=[CH:30][C:29]([S:32](Cl)(=[O:34])=[O:33])=[CH:28][CH:27]=2)(=[O:12])=[O:11])[CH:7]=[CH:8][CH:9]=1)([O-:3])=[O:2].[CH3:38][C:39]1[C:40]([CH2:51][S:52]([C:54]2[NH:58][C:57]3[CH:59]=[CH:60][CH:61]=[CH:62][C:56]=3[N:55]=2)=[O:53])=[N:41][CH:42]=[CH:43][C:44]=1[O:45][CH2:46][C:47]([F:50])([F:49])[F:48].[H-].[Na+].O.